From a dataset of NCI-60 drug combinations with 297,098 pairs across 59 cell lines. Regression. Given two drug SMILES strings and cell line genomic features, predict the synergy score measuring deviation from expected non-interaction effect. (1) Drug 1: CC(C)(C#N)C1=CC(=CC(=C1)CN2C=NC=N2)C(C)(C)C#N. Drug 2: CN(CCCl)CCCl.Cl. Cell line: SR. Synergy scores: CSS=46.3, Synergy_ZIP=-0.154, Synergy_Bliss=-0.652, Synergy_Loewe=-2.49, Synergy_HSA=-1.64. (2) Cell line: NCI-H522. Drug 2: CCN(CC)CCNC(=O)C1=C(NC(=C1C)C=C2C3=C(C=CC(=C3)F)NC2=O)C. Synergy scores: CSS=-0.911, Synergy_ZIP=2.82, Synergy_Bliss=-5.22, Synergy_Loewe=-7.02, Synergy_HSA=-6.29. Drug 1: COC1=NC(=NC2=C1N=CN2C3C(C(C(O3)CO)O)O)N. (3) Synergy scores: CSS=20.6, Synergy_ZIP=-10.5, Synergy_Bliss=0.274, Synergy_Loewe=1.77, Synergy_HSA=3.18. Drug 2: CC1=C(C(=CC=C1)Cl)NC(=O)C2=CN=C(S2)NC3=CC(=NC(=N3)C)N4CCN(CC4)CCO. Cell line: HCT-15. Drug 1: CC(CN1CC(=O)NC(=O)C1)N2CC(=O)NC(=O)C2. (4) Drug 1: COC1=NC(=NC2=C1N=CN2C3C(C(C(O3)CO)O)O)N. Drug 2: CCC1=C2CN3C(=CC4=C(C3=O)COC(=O)C4(CC)O)C2=NC5=C1C=C(C=C5)O. Cell line: HT29. Synergy scores: CSS=0.635, Synergy_ZIP=-2.52, Synergy_Bliss=-3.64, Synergy_Loewe=-41.6, Synergy_HSA=-14.6. (5) Drug 1: CN(C)C1=NC(=NC(=N1)N(C)C)N(C)C. Drug 2: CCC1(C2=C(COC1=O)C(=O)N3CC4=CC5=C(C=CC(=C5CN(C)C)O)N=C4C3=C2)O.Cl. Cell line: HT29. Synergy scores: CSS=6.36, Synergy_ZIP=-5.08, Synergy_Bliss=-2.78, Synergy_Loewe=-36.9, Synergy_HSA=-8.13. (6) Drug 1: CC1C(C(CC(O1)OC2CC(CC3=C2C(=C4C(=C3O)C(=O)C5=C(C4=O)C(=CC=C5)OC)O)(C(=O)C)O)N)O.Cl. Drug 2: C1C(C(OC1N2C=NC3=C(N=C(N=C32)Cl)N)CO)O. Cell line: K-562. Synergy scores: CSS=31.2, Synergy_ZIP=-4.08, Synergy_Bliss=1.82, Synergy_Loewe=-7.43, Synergy_HSA=1.83. (7) Drug 1: C1CCC(C1)C(CC#N)N2C=C(C=N2)C3=C4C=CNC4=NC=N3. Drug 2: C1C(C(OC1N2C=NC(=NC2=O)N)CO)O. Cell line: HT29. Synergy scores: CSS=11.6, Synergy_ZIP=-4.53, Synergy_Bliss=0.851, Synergy_Loewe=-11.9, Synergy_HSA=-3.63. (8) Drug 1: CC12CCC(CC1=CCC3C2CCC4(C3CC=C4C5=CN=CC=C5)C)O. Drug 2: CC1=CC2C(CCC3(C2CCC3(C(=O)C)OC(=O)C)C)C4(C1=CC(=O)CC4)C. Cell line: NCI-H226. Synergy scores: CSS=-9.98, Synergy_ZIP=2.56, Synergy_Bliss=-8.25, Synergy_Loewe=-17.3, Synergy_HSA=-14.0.